Dataset: Full USPTO retrosynthesis dataset with 1.9M reactions from patents (1976-2016). Task: Predict the reactants needed to synthesize the given product. (1) Given the product [NH2:1][C:4]1[CH:5]=[C:6]([CH:37]=[CH:38][CH:39]=1)[CH2:7][N:8]([CH2:16][CH2:17][N:18]1[CH:27]([CH2:28][C:29]2[CH:30]=[CH:31][C:32]([F:35])=[CH:33][CH:34]=2)[CH2:26][C:25]2[C:20](=[CH:21][CH:22]=[CH:23][CH:24]=2)[CH2:19]1)[C:9](=[O:15])[O:10][C:11]([CH3:13])([CH3:14])[CH3:12], predict the reactants needed to synthesize it. The reactants are: [N+:1]([C:4]1[CH:5]=[C:6]([CH:37]=[CH:38][CH:39]=1)[CH2:7][N:8]([CH2:16][CH2:17][N:18]1[CH:27]([CH2:28][C:29]2[CH:34]=[CH:33][C:32]([F:35])=[CH:31][CH:30]=2)[CH2:26][C:25]2[C:20](=[CH:21][CH:22]=[C:23](F)[CH:24]=2)[CH2:19]1)[C:9](=[O:15])[O:10][C:11]([CH3:14])([CH3:13])[CH3:12])([O-])=O.[BH4-].[Na+].O. (2) Given the product [CH2:1]([N:5]1[C:16](=[O:15])[CH:7]2[CH:8]([CH:9]3[O:12][CH:6]2[CH2:11][CH2:10]3)[C:13]1=[O:14])[CH2:2][CH2:3][CH3:4], predict the reactants needed to synthesize it. The reactants are: [CH2:1]([NH2:5])[CH2:2][CH2:3][CH3:4].[CH:6]12[O:12][CH:9]([CH2:10][CH2:11]1)[CH:8]1[C:13]([O:15][C:16](=O)[CH:7]21)=[O:14].C(N(CC)CC)C.